Predict the product of the given reaction. From a dataset of Forward reaction prediction with 1.9M reactions from USPTO patents (1976-2016). Given the reactants [CH:1]1([C:7]#[N:8])[CH2:6][CH2:5][CH2:4][CH2:3][CH2:2]1.[CH2:9]([OH:11])[CH3:10].[ClH:12], predict the reaction product. The product is: [ClH:12].[CH2:9]([O:11][C:7]([CH:1]1[CH2:6][CH2:5][CH2:4][CH2:3][CH2:2]1)=[NH:8])[CH3:10].